This data is from Catalyst prediction with 721,799 reactions and 888 catalyst types from USPTO. The task is: Predict which catalyst facilitates the given reaction. (1) Product: [C:9]([C:11]1[CH:15]=[C:14]([C:16]2[CH:30]=[CH:29][C:19]([CH2:20][NH:21][C:22](=[O:28])[O:23][C:24]([CH3:27])([CH3:26])[CH3:25])=[CH:18][CH:17]=2)[N:13]([C:31]2[CH:36]=[CH:35][C:34]([O:37][CH3:38])=[CH:33][CH:32]=2)[N:12]=1)(=[O:10])[CH:1]([CH3:3])[CH3:2]. Reactant: [CH:1]([Mg]Br)([CH3:3])[CH3:2].CON(C)[C:9]([C:11]1[CH:15]=[C:14]([C:16]2[CH:30]=[CH:29][C:19]([CH2:20][NH:21][C:22](=[O:28])[O:23][C:24]([CH3:27])([CH3:26])[CH3:25])=[CH:18][CH:17]=2)[N:13]([C:31]2[CH:36]=[CH:35][C:34]([O:37][CH3:38])=[CH:33][CH:32]=2)[N:12]=1)=[O:10].Cl. The catalyst class is: 1. (2) Reactant: [CH3:1][CH:2]([CH3:35])[CH2:3][C@H:4]([NH:19][C:20]([C@@H:22]1[CH2:27][CH2:26][CH2:25][CH2:24][N:23]1C(OC(C)(C)C)=O)=[O:21])/[CH:5]=[CH:6]/[C:7](=[O:18])[NH:8][C:9]1[S:10][C:11]([C:14]([F:17])([F:16])[F:15])=[N:12][N:13]=1.[OH:36][S:37]([OH:40])(=[O:39])=[O:38]. Product: [S:37]([OH:40])([OH:39])(=[O:38])=[O:36].[CH3:1][CH:2]([CH3:35])[CH2:3][C@H:4]([NH:19][C:20]([C@@H:22]1[CH2:27][CH2:26][CH2:25][CH2:24][NH:23]1)=[O:21])/[CH:5]=[CH:6]/[C:7](=[O:18])[NH:8][C:9]1[S:10][C:11]([C:14]([F:17])([F:15])[F:16])=[N:12][N:13]=1. The catalyst class is: 12. (3) Reactant: [NH2:1][CH2:2][C:3]([C:5]1[CH:10]=[CH:9][C:8]([C:11]([F:14])([F:13])[F:12])=[CH:7][CH:6]=1)=[O:4].CC1[CH:17]=[CH:18][C:19]([S:22](O)(=[O:24])=[O:23])=CC=1.C(S(Cl)(=O)=O)CC.CCN(CC)CC. Product: [O:4]=[C:3]([C:5]1[CH:10]=[CH:9][C:8]([C:11]([F:12])([F:13])[F:14])=[CH:7][CH:6]=1)[CH2:2][NH:1][S:22]([CH2:19][CH2:18][CH3:17])(=[O:24])=[O:23]. The catalyst class is: 4. (4) Reactant: [CH3:1][O:2][C:3]([C:5]1[N:6]([C:22]2[CH:27]=[CH:26][CH:25]=[CH:24][CH:23]=2)[C:7]2[C:12]([C:13](=[O:17])[C:14]=1[CH2:15]Br)=[CH:11][CH:10]=[C:9]([C:18]([F:21])([F:20])[F:19])[N:8]=2)=[O:4].[N-:28]=[N+:29]=[N-:30].[Na+].CN(C=O)C. Product: [CH3:1][O:2][C:3]([C:5]1[N:6]([C:22]2[CH:27]=[CH:26][CH:25]=[CH:24][CH:23]=2)[C:7]2[C:12]([C:13](=[O:17])[C:14]=1[CH2:15][N:28]=[N+:29]=[N-:30])=[CH:11][CH:10]=[C:9]([C:18]([F:21])([F:20])[F:19])[N:8]=2)=[O:4]. The catalyst class is: 6. (5) Reactant: [ClH:1].[F:2][C:3]1[CH:4]=[C:5]([CH:10]([NH:13][CH2:14][CH2:15][O:16][CH3:17])[C:11]#[N:12])[CH:6]=[C:7]([F:9])[CH:8]=1.[C:18](Cl)(=[O:22])[C:19]([Cl:21])=O.CN(C)C=O. Product: [Cl:21][C:19]1[C:18](=[O:22])[N:13]([CH2:14][CH2:15][O:16][CH3:17])[C:10]([C:5]2[CH:4]=[C:3]([F:2])[CH:8]=[C:7]([F:9])[CH:6]=2)=[C:11]([Cl:1])[N:12]=1. The catalyst class is: 159. (6) Reactant: N1C2C=CN=CC=2N=C1.FC(F)(F)C(O)=[O:13].[Br:17][C:18]1[CH:19]=[C:20]([CH:26]([OH:45])[CH2:27][NH:28][C:29]2[CH:34]=[CH:33][NH:32][C:31](=[O:35])[C:30]=2[C:36]2[NH:37][C:38]3[CH:43]=[CH:42][N:41]=[CH:40][C:39]=3[N:44]=2)[CH:21]=[CH:22][C:23]=1[O:24][CH3:25].BrC1C=C(C(O[Si](CC)(CC)CC)CN)C=CC=1OC. Product: [Br:17][C:18]1[CH:19]=[C:20]([CH:26]([OH:45])[CH2:27][NH:28][C:29]2[CH:34]=[CH:33][NH:32][C:31](=[O:35])[C:30]=2[C:36]2[NH:37][C:38]3[CH:43]=[CH:42][N:41]=[CH:40][C:39]=3[N:44]=2)[CH:21]=[CH:22][C:23]=1[O:24][CH3:25].[NH2:37][C:38]1[CH:43]=[CH:42][N:41]=[CH:40][C:39]=1[NH:44][C:36]([C:30]1[C:31](=[O:35])[NH:32][CH:33]=[CH:34][C:29]=1[NH:28][CH2:27][CH:26]([C:20]1[CH:21]=[CH:22][C:23]([O:24][CH3:25])=[C:18]([Br:17])[CH:19]=1)[OH:45])=[O:13]. The catalyst class is: 5.